Dataset: Reaction yield outcomes from USPTO patents with 853,638 reactions. Task: Predict the reaction yield, written as a fraction of the theoretical maximum amount of product (1.0 means a 100% yield; for example, 0.34 means a 34% yield). The reactants are [F:1][C:2]1[CH:24]=[CH:23][C:5]([O:6][C:7]2[CH:8]=[C:9]3[C:13](=[CH:14][C:15]=2[C:16]([NH2:18])=[O:17])[N:12]([CH2:19][CH:20]([CH3:22])[CH3:21])[N:11]=[CH:10]3)=[CH:4][CH:3]=1.C(N1C=CN=C1)(N1C=CN=C1)=O.[N:37]1([CH2:43][CH2:44][CH2:45]N)[CH2:42][CH2:41][O:40][CH2:39][CH2:38]1. The catalyst is C1COCC1. The product is [N:37]1([CH2:43][CH2:44][CH2:45][NH:18][C:16]([C:15]2[CH:14]=[C:13]3[C:9]([CH:10]=[N:11][N:12]3[CH2:19][CH:20]([CH3:22])[CH3:21])=[CH:8][C:7]=2[O:6][C:5]2[CH:23]=[CH:24][C:2]([F:1])=[CH:3][CH:4]=2)=[O:17])[CH2:42][CH2:41][O:40][CH2:39][CH2:38]1. The yield is 0.700.